Dataset: Forward reaction prediction with 1.9M reactions from USPTO patents (1976-2016). Task: Predict the product of the given reaction. Given the reactants [I:1][C:2]1[C:11](=[O:12])[C:10]2[C:5](=[C:6]([O:16][CH3:17])[C:7]([N+:13]([O-])=O)=[CH:8][CH:9]=2)[O:4][C:3]=1[C:18]1[CH:23]=[CH:22][CH:21]=[CH:20][CH:19]=1.Cl[Sn]Cl, predict the reaction product. The product is: [NH2:13][C:7]1[C:6]([O:16][CH3:17])=[C:5]2[C:10]([C:11](=[O:12])[C:2]([I:1])=[C:3]([C:18]3[CH:23]=[CH:22][CH:21]=[CH:20][CH:19]=3)[O:4]2)=[CH:9][CH:8]=1.